From a dataset of Forward reaction prediction with 1.9M reactions from USPTO patents (1976-2016). Predict the product of the given reaction. (1) Given the reactants [C:1]([C:3]1[CH:4]=[C:5]([C:10]2[CH:15]=[CH:14][CH:13]=[C:12]([CH2:16][N:17]3[CH2:22][CH2:21][N:20]([C:23]([O:25][C:26]([CH3:29])([CH3:28])[CH3:27])=[O:24])[C@@H:19]([CH3:30])[CH2:18]3)[CH:11]=2)[CH:6]=[CH:7][C:8]=1[F:9])#[N:2].B, predict the reaction product. The product is: [NH2:2][CH2:1][C:3]1[CH:4]=[C:5]([C:10]2[CH:15]=[CH:14][CH:13]=[C:12]([CH2:16][N:17]3[CH2:22][CH2:21][N:20]([C:23]([O:25][C:26]([CH3:29])([CH3:28])[CH3:27])=[O:24])[C@@H:19]([CH3:30])[CH2:18]3)[CH:11]=2)[CH:6]=[CH:7][C:8]=1[F:9]. (2) The product is: [CH:46]12[CH2:54][CH:50]3[CH2:49][CH:48]([CH2:53][CH:52]([CH2:51]3)[CH:45]1[NH:44][C:11]([C:8]1[CH:7]=[N:6][N:5]([C:1]([CH3:2])([CH3:3])[CH3:4])[C:9]=1[Cl:10])=[O:13])[CH2:47]2. Given the reactants [C:1]([N:5]1[C:9]([Cl:10])=[C:8]([C:11]([OH:13])=O)[CH:7]=[N:6]1)([CH3:4])([CH3:3])[CH3:2].CCN(C(C)C)C(C)C.[B-](F)(F)(F)F.CN(C(ON1C(=O)CCC1=O)=[N+](C)C)C.Cl.[NH2:44][CH:45]1[CH:52]2[CH2:53][CH:48]3[CH2:49][CH:50]([CH2:54][CH:46]1[CH2:47]3)[CH2:51]2, predict the reaction product. (3) Given the reactants [OH:1][C:2]1[CH:7]=[C:6]([CH3:8])[CH:5]=[CH:4][C:3]=1[NH:9][C:10]([C:12]1[CH:17]=[C:16]([N+:18]([O-:20])=[O:19])[CH:15]=[CH:14][C:13]=1Cl)=[O:11].[OH-].[Na+], predict the reaction product. The product is: [CH3:8][C:6]1[CH:5]=[CH:4][C:3]2[NH:9][C:10](=[O:11])[C:12]3[CH:17]=[C:16]([N+:18]([O-:20])=[O:19])[CH:15]=[CH:14][C:13]=3[O:1][C:2]=2[CH:7]=1. (4) Given the reactants C[O:2][C:3](=[O:21])[C:4]1[CH:9]=[C:8]([O:10][CH2:11][CH2:12][CH2:13][CH:14]=[CH2:15])[CH:7]=[C:6]([C:16]2[O:17][CH:18]=[CH:19][N:20]=2)[CH:5]=1.[OH-].[Na+], predict the reaction product. The product is: [O:17]1[CH:18]=[CH:19][N:20]=[C:16]1[C:6]1[CH:5]=[C:4]([CH:9]=[C:8]([O:10][CH2:11][CH2:12][CH2:13][CH:14]=[CH2:15])[CH:7]=1)[C:3]([OH:21])=[O:2].